The task is: Predict the reactants needed to synthesize the given product.. This data is from Full USPTO retrosynthesis dataset with 1.9M reactions from patents (1976-2016). (1) Given the product [ClH:8].[NH2:9][CH2:10][C:11](=[O:17])[CH2:12][CH2:13][C:14]([O:7][CH:2]([CH2:3][CH2:4][CH2:5][CH3:6])[CH3:1])=[O:15], predict the reactants needed to synthesize it. The reactants are: [CH3:1][CH:2]([OH:7])[CH2:3][CH2:4][CH2:5][CH3:6].[ClH:8].[NH2:9][CH2:10][C:11](=[O:17])[CH2:12][CH2:13][C:14](O)=[O:15]. (2) The reactants are: [CH3:1][C:2]1[C:6]([CH3:7])=[CH:5][S:4][CH:3]=1.CN([CH:11]=[O:12])C.O=P(Cl)(Cl)Cl.[OH-].[Na+]. Given the product [CH:11]([C:3]1[S:4][CH:5]=[C:6]([CH3:7])[C:2]=1[CH3:1])=[O:12], predict the reactants needed to synthesize it. (3) Given the product [O:18]([C:19]1[N:20]=[C:21]([CH:2]=[C:3]2[CH2:48][CH2:47][N:46]([C:35]([NH:34][C:30]3[N:29]=[N:28][CH:33]=[CH:32][CH:31]=3)=[O:43])[CH2:49][CH2:50]2)[CH:22]=[CH:23][CH:24]=1)[C:17]1[CH:16]=[CH:15][CH:27]=[CH:26][CH:25]=1, predict the reactants needed to synthesize it. The reactants are: F[C:2](F)(F)[C:3](O)=O.N1CCC(=C[C:15]2[CH:16]=[C:17]([CH:25]=[CH:26][CH:27]=2)[O:18][C:19]2[CH:24]=[CH:23][CH:22]=[CH:21][N:20]=2)CC1.[N:28]1[CH:33]=[CH:32][CH:31]=[C:30]([NH:34][C:35](=[O:43])OC2C=CC=CC=2)[N:29]=1.C([N:46]([CH2:49][CH3:50])[CH2:47][CH3:48])C.O. (4) Given the product [C:1]([C:3]1[CH:4]=[C:5]([CH:34]=[C:35]([CH3:37])[CH:36]=1)[C:6]([C:8]1[N:13]([CH2:14][CH2:15][O:16][C:17](=[O:19])[NH2:18])[C:12](=[O:20])[NH:11][C:10](=[O:30])[C:9]=1[CH:31]([CH3:33])[CH3:32])=[O:7])#[N:2], predict the reactants needed to synthesize it. The reactants are: [C:1]([C:3]1[CH:4]=[C:5]([CH:34]=[C:35]([CH3:37])[CH:36]=1)[C:6]([C:8]1[N:13]([CH2:14][CH2:15][O:16][C:17](=[O:19])[NH2:18])[C:12](=[O:20])[N:11](CC2C=CC(OC)=CC=2)[C:10](=[O:30])[C:9]=1[CH:31]([CH3:33])[CH3:32])=[O:7])#[N:2].C(O)(=O)C.O. (5) Given the product [ClH:1].[CH2:20]([N:9]([CH2:2][C:3]1[CH:8]=[CH:7][CH:6]=[CH:5][CH:4]=1)[C@H:10]1[CH2:15][CH2:14][C@H:13]([C:16]([OH:18])=[O:17])[CH2:12][CH2:11]1)[C:21]1[CH:22]=[CH:23][CH:24]=[CH:25][CH:26]=1, predict the reactants needed to synthesize it. The reactants are: [ClH:1].[CH2:2]([N:9]([CH2:20][C:21]1[CH:26]=[CH:25][CH:24]=[CH:23][CH:22]=1)[C@H:10]1[CH2:15][CH2:14][C@H:13]([C:16]([O:18]C)=[O:17])[CH2:12][CH2:11]1)[C:3]1[CH:8]=[CH:7][CH:6]=[CH:5][CH:4]=1. (6) Given the product [CH2:26]([O:33][C:34]1[CH:35]=[CH:36][CH:37]=[C:38]2[C:42]=1[NH:41][CH:40]=[C:39]2/[CH:43]=[C:7]1\[O:8][C:4]2[C:3]([CH2:12][N:13]3[CH2:14][CH2:15][N:16]([C:19]([O:21][C:22]([CH3:25])([CH3:24])[CH3:23])=[O:20])[CH2:17][CH2:18]3)=[C:2]([OH:1])[CH:11]=[CH:10][C:5]=2[C:6]\1=[O:9])[C:27]1[CH:32]=[CH:31][CH:30]=[CH:29][CH:28]=1, predict the reactants needed to synthesize it. The reactants are: [OH:1][C:2]1[CH:11]=[CH:10][C:5]2[C:6](=[O:9])[CH2:7][O:8][C:4]=2[C:3]=1[CH2:12][N:13]1[CH2:18][CH2:17][N:16]([C:19]([O:21][C:22]([CH3:25])([CH3:24])[CH3:23])=[O:20])[CH2:15][CH2:14]1.[CH2:26]([O:33][C:34]1[CH:35]=[CH:36][CH:37]=[C:38]2[C:42]=1[NH:41][CH:40]=[C:39]2[CH:43]=O)[C:27]1[CH:32]=[CH:31][CH:30]=[CH:29][CH:28]=1. (7) Given the product [F:20][C:11]1[CH:10]=[C:9]([C:6]2[CH:5]=[CH:4][N:3]=[C:2]3[NH:1][C:26]([C:25]4[CH:28]=[CH:29][CH:30]=[C:23]([O:22][CH3:21])[CH:24]=4)=[N:8][C:7]=23)[CH:14]=[CH:13][C:12]=1[CH2:15][NH2:16], predict the reactants needed to synthesize it. The reactants are: [NH2:1][C:2]1[C:7]([NH2:8])=[C:6]([C:9]2[CH:14]=[CH:13][C:12]([CH2:15][NH:16]C(=O)[O-])=[C:11]([F:20])[CH:10]=2)[CH:5]=[CH:4][N:3]=1.[CH3:21][O:22][C:23]1[CH:24]=[C:25]([CH:28]=[CH:29][CH:30]=1)[CH:26]=O. (8) Given the product [CH3:13][O:14][CH2:10][C:6]1[CH:5]=[C:4]([CH:9]=[CH:8][CH:7]=1)[C:3]([OH:2])=[O:12], predict the reactants needed to synthesize it. The reactants are: C[O:2][C:3](=[O:12])[C:4]1[CH:9]=[CH:8][CH:7]=[C:6]([CH2:10]Br)[CH:5]=1.[C:13](=O)([O-])[O-:14].[K+].[K+].